From a dataset of Forward reaction prediction with 1.9M reactions from USPTO patents (1976-2016). Predict the product of the given reaction. (1) Given the reactants C1(P(N=[N+]=[N-])(C2C=CC=CC=2)=[O:8])C=CC=CC=1.[Br:18][C:19]1[N:24]=[C:23](C(O)=O)[CH:22]=[CH:21][CH:20]=1.C([N:30]([CH2:33]C)CC)C.[C:35]([OH:39])([CH3:38])([CH3:37])[CH3:36], predict the reaction product. The product is: [Br:18][C:19]1[N:24]=[C:23]([NH:30][C:33](=[O:8])[O:39][C:35]([CH3:38])([CH3:37])[CH3:36])[CH:22]=[CH:21][CH:20]=1. (2) Given the reactants C(O)(C(F)(F)F)=O.CC(C)(OC([N:14](C(OC(C)(C)C)=O)[C:15]1[C:20]([C:21]2[CH:22]=[N:23][N:24]([CH3:26])[CH:25]=2)=[C:19]([O:27][C:28]2[C:33]([F:34])=[CH:32][C:31]([NH:35][C:36]([C:38]3[C:39](=[O:54])[N:40]([C:47]4[CH:52]=[CH:51][C:50]([F:53])=[CH:49][CH:48]=4)[CH:41]=[CH:42][C:43]=3[O:44][CH2:45][CH3:46])=[O:37])=[C:30]([F:55])[CH:29]=2)[CH:18]=[CH:17][N:16]=1)=O)C, predict the reaction product. The product is: [NH2:14][C:15]1[C:20]([C:21]2[CH:22]=[N:23][N:24]([CH3:26])[CH:25]=2)=[C:19]([O:27][C:28]2[C:33]([F:34])=[CH:32][C:31]([NH:35][C:36]([C:38]3[C:39](=[O:54])[N:40]([C:47]4[CH:48]=[CH:49][C:50]([F:53])=[CH:51][CH:52]=4)[CH:41]=[CH:42][C:43]=3[O:44][CH2:45][CH3:46])=[O:37])=[C:30]([F:55])[CH:29]=2)[CH:18]=[CH:17][N:16]=1. (3) Given the reactants [CH3:1][NH2:2].Br[CH2:4][CH2:5][C:6]1[C:11]([N+:12]([O-:14])=[O:13])=[CH:10][CH:9]=[CH:8][C:7]=1[Cl:15], predict the reaction product. The product is: [Cl:15][C:7]1[CH:8]=[CH:9][CH:10]=[C:11]([N+:12]([O-:14])=[O:13])[C:6]=1[CH2:5][CH2:4][NH:2][CH3:1]. (4) Given the reactants [C:1]([O:5][C:6](=[O:28])[NH:7][C@H:8]([C:10](=O)[NH:11][C:12]1[CH:17]=[CH:16][CH:15]=[CH:14][C:13]=1[NH:18][C:19]1[CH:24]=[CH:23][CH:22]=[C:21]([C:25]#[N:26])[CH:20]=1)[CH3:9])([CH3:4])([CH3:3])[CH3:2], predict the reaction product. The product is: [C:1]([O:5][C:6](=[O:28])[NH:7][C@H:8]([C:10]1[N:18]([C:19]2[CH:24]=[CH:23][CH:22]=[C:21]([C:25]#[N:26])[CH:20]=2)[C:13]2[CH:14]=[CH:15][CH:16]=[CH:17][C:12]=2[N:11]=1)[CH3:9])([CH3:4])([CH3:3])[CH3:2]. (5) Given the reactants [CH:1]1([C:4]2[C:9](=[O:10])[NH:8][C:7](=[O:11])[N:6]([CH2:12][C:13]3[CH:18]=[C:17]([F:19])[N:16]=[C:15](F)[CH:14]=3)[C:5]=2[C:21]([C:23]2[CH:24]=[C:25]([CH:28]=[C:29]([CH3:31])[CH:30]=2)[C:26]#[N:27])=[O:22])[CH2:3][CH2:2]1.C(=O)([O-])[O-].[K+].[K+].FC1C=C(COS(C)(=O)=O)C=C([NH:51][CH2:52][C:53]2[CH:58]=[CH:57][C:56]([O:59][CH3:60])=[CH:55][CH:54]=2)N=1.[I-].[Li+], predict the reaction product. The product is: [CH:1]1([C:4]2[C:9](=[O:10])[NH:8][C:7](=[O:11])[N:6]([CH2:12][C:13]3[CH:14]=[C:15]([NH:51][CH2:52][C:53]4[CH:58]=[CH:57][C:56]([O:59][CH3:60])=[CH:55][CH:54]=4)[N:16]=[C:17]([F:19])[CH:18]=3)[C:5]=2[C:21]([C:23]2[CH:24]=[C:25]([CH:28]=[C:29]([CH3:31])[CH:30]=2)[C:26]#[N:27])=[O:22])[CH2:2][CH2:3]1. (6) Given the reactants [Mg].Br[C:3]1[CH:8]=[CH:7][C:6]([F:9])=[CH:5][C:4]=1[CH3:10].C[O:12][C:13]1[CH:18]=[CH:17][N:16]=[CH:15][CH:14]=1.[CH2:19]([O:26][C:27](Cl)=[O:28])[C:20]1[CH:25]=[CH:24][CH:23]=[CH:22][CH:21]=1.C(O)(=O)CC(CC(O)=O)(C(O)=O)O, predict the reaction product. The product is: [CH2:19]([O:26][C:27]([N:16]1[CH:17]=[CH:18][C:13](=[O:12])[CH2:14][CH:15]1[C:3]1[CH:8]=[CH:7][C:6]([F:9])=[CH:5][C:4]=1[CH3:10])=[O:28])[C:20]1[CH:25]=[CH:24][CH:23]=[CH:22][CH:21]=1. (7) Given the reactants [CH3:1][C:2]1[C:3]([CH3:21])=[CH:4][C:5]2[N:14]([CH2:15][CH:16]=O)[C:13]3[C:8]([C:9](=[O:19])[NH:10][C:11](=[O:18])[N:12]=3)=[N:7][C:6]=2[CH:20]=1.[C:22]1([CH2:30][NH2:31])[CH:27]=[CH:26][C:25]([CH2:28][NH2:29])=[CH:24][CH:23]=1.C(O)(=O)C.C([BH3-])#N.[Na+], predict the reaction product. The product is: [NH2:29][CH2:28][C:25]1[CH:26]=[CH:27][C:22]([CH2:30][NH:31][CH2:16][CH2:15][N:14]2[C:13]3[C:8]([C:9](=[O:19])[NH:10][C:11](=[O:18])[N:12]=3)=[N:7][C:6]3[CH:20]=[C:2]([CH3:1])[C:3]([CH3:21])=[CH:4][C:5]2=3)=[CH:23][CH:24]=1. (8) The product is: [NH:8]1[C:16]2[C:11](=[CH:12][C:13]([NH:17][C:18]3[C:19]4[S:26][C:25]([C:27]5[CH:34]=[CH:33][C:30]([CH2:31][NH:1][CH2:2][CH2:3][NH:4][C:5](=[O:7])[CH3:6])=[CH:29][CH:28]=5)=[CH:24][C:20]=4[N:21]=[CH:22][N:23]=3)=[CH:14][CH:15]=2)[CH:10]=[CH:9]1. Given the reactants [NH2:1][CH2:2][CH2:3][NH:4][C:5](=[O:7])[CH3:6].[NH:8]1[C:16]2[C:11](=[CH:12][C:13]([NH:17][C:18]3[C:19]4[S:26][C:25]([C:27]5[CH:34]=[CH:33][C:30]([CH:31]=O)=[CH:29][CH:28]=5)=[CH:24][C:20]=4[N:21]=[CH:22][N:23]=3)=[CH:14][CH:15]=2)[CH:10]=[CH:9]1, predict the reaction product. (9) Given the reactants [CH2:1]([N:3]([CH:30]1[CH2:35][CH2:34][O:33][CH2:32][CH2:31]1)[C:4]1[CH:5]=[C:6]([C:15]#[C:16][CH:17]2[CH2:22][CH2:21][N:20]([C:23]([O:25][C:26]([CH3:29])([CH3:28])[CH3:27])=[O:24])[CH2:19][CH2:18]2)[CH:7]=[C:8]([C:11]([O:13]C)=[O:12])[C:9]=1[CH3:10])[CH3:2].[OH-].[Na+], predict the reaction product. The product is: [C:26]([O:25][C:23]([N:20]1[CH2:21][CH2:22][CH:17]([C:16]#[C:15][C:6]2[CH:5]=[C:4]([N:3]([CH2:1][CH3:2])[CH:30]3[CH2:35][CH2:34][O:33][CH2:32][CH2:31]3)[C:9]([CH3:10])=[C:8]([CH:7]=2)[C:11]([OH:13])=[O:12])[CH2:18][CH2:19]1)=[O:24])([CH3:28])([CH3:29])[CH3:27]. (10) Given the reactants Br[C:2]1[CH:7]=[CH:6][N:5]2[CH:8]=[C:9]([C:11]3[CH:12]=[C:13]([CH3:17])[CH:14]=[CH:15][CH:16]=3)[N:10]=[C:4]2[CH:3]=1.Cl.[F:19][CH:20]1[CH2:25][CH2:24][NH:23][CH2:22][CH2:21]1, predict the reaction product. The product is: [F:19][CH:20]1[CH2:25][CH2:24][N:23]([C:2]2[CH:7]=[CH:6][N:5]3[CH:8]=[C:9]([C:11]4[CH:12]=[C:13]([CH3:17])[CH:14]=[CH:15][CH:16]=4)[N:10]=[C:4]3[CH:3]=2)[CH2:22][CH2:21]1.